This data is from Human intestinal absorption (HIA) binary classification data from Hou et al.. The task is: Regression/Classification. Given a drug SMILES string, predict its absorption, distribution, metabolism, or excretion properties. Task type varies by dataset: regression for continuous measurements (e.g., permeability, clearance, half-life) or binary classification for categorical outcomes (e.g., BBB penetration, CYP inhibition). Dataset: hia_hou. (1) The drug is C[C@@]12C=CC(=O)C=C1CC[C@@H]1[C@H]3C[C@@H](O)[C@@](O)(C(=O)CO)[C@]3(C)C[C@@H](O)[C@@]12F. The result is 1 (good absorption). (2) The drug is CCCCCOC(=O)Nc1nc(=O)n([C@@H]2O[C@@H](C)[C@@H](O)[C@H]2O)cc1F. The result is 1 (good absorption). (3) The compound is O=C1CC[C@]2(O)[C@H]3Cc4ccc(O)c5c4[C@]2(CCN3CC2CC2)[C@@H]1O5. The result is 1 (good absorption). (4) The molecule is CN1[C@H]2C[C@H](OC(=O)[C@@H](CO)c3ccccc3)C[C@@H]1[C@@H]1O[C@H]12. The result is 1 (good absorption). (5) The result is 1 (good absorption). The molecule is CN1CC[C@@]23c4c5ccc(O)c4O[C@H]2[C@@H](O)C=C[C@@H]3[C@@H]1C5.